This data is from Full USPTO retrosynthesis dataset with 1.9M reactions from patents (1976-2016). The task is: Predict the reactants needed to synthesize the given product. (1) The reactants are: [O:1]=[C:2]1[CH2:5][CH:4]([C:6]([OH:8])=[O:7])[CH2:3]1.[CH2:9](O)[C:10]1[CH:15]=[CH:14][CH:13]=[CH:12][CH:11]=1. Given the product [O:1]=[C:2]1[CH2:5][CH:4]([C:6]([O:8][CH2:9][C:10]2[CH:15]=[CH:14][CH:13]=[CH:12][CH:11]=2)=[O:7])[CH2:3]1, predict the reactants needed to synthesize it. (2) Given the product [CH:31]1([C@@H:36]2[NH:41][C:40](=[O:42])[C@H:39]([CH2:43][CH:44]([CH3:46])[CH3:45])[N:38]([C:60]([C:49]3[C:48]([F:47])=[C:52]([C:53]4[CH:58]=[CH:57][C:56]([F:59])=[CH:55][CH:54]=4)[O:51][N:50]=3)=[O:61])[CH2:37]2)[CH2:32][CH2:33][CH2:34][CH2:35]1, predict the reactants needed to synthesize it. The reactants are: C([C@@H]1N(C(=O)C2C=CC(OC3C=CC=CC=3)=CC=2)C[C@H](CC(C)C)NC1=O)C(C)C.[CH:31]1([C@@H:36]2[NH:41][C:40](=[O:42])[C@H:39]([CH2:43][CH:44]([CH3:46])[CH3:45])[NH:38][CH2:37]2)[CH2:35][CH2:34][CH2:33][CH2:32]1.[F:47][C:48]1[C:49]([C:60](O)=[O:61])=[N:50][O:51][C:52]=1[C:53]1[CH:58]=[CH:57][C:56]([F:59])=[CH:55][CH:54]=1. (3) Given the product [C:1]([O:5][C:6](=[O:11])[N:7]([N:23]=[O:24])[CH:8]1[CH2:9][CH2:10]1)([CH3:4])([CH3:2])[CH3:3], predict the reactants needed to synthesize it. The reactants are: [C:1]([O:5][C:6](=[O:11])[NH:7][CH:8]1[CH2:10][CH2:9]1)([CH3:4])([CH3:3])[CH3:2].N1C=CC=CC=1.F[B-](F)(F)F.[N:23]#[O+:24]. (4) Given the product [Br:13][C:14]1[CH:19]=[CH:18][C:17]2[N:20]([CH2:21][CH2:22][N:23]3[CH2:24][CH2:25][CH2:26][CH2:27]3)[C:6](=[O:7])[NH:28][C:16]=2[CH:15]=1, predict the reactants needed to synthesize it. The reactants are: C1N=CN([C:6](N2C=NC=C2)=[O:7])C=1.[Br:13][C:14]1[CH:15]=[C:16]([NH2:28])[C:17]([NH:20][CH2:21][CH2:22][N:23]2[CH2:27][CH2:26][CH2:25][CH2:24]2)=[CH:18][CH:19]=1. (5) Given the product [CH3:1][S:2]([N:5]1[CH2:10][CH2:9][CH2:8][C@H:7]([NH:11][C:12]2[C:17]([C:18]3[N:19]=[C:20]4[CH:26]=[CH:25][NH:24][C:21]4=[N:22][CH:23]=3)=[CH:16][N:15]=[C:14]([N:43]3[CH2:44][CH2:45][N:40]([CH3:39])[CH2:41][CH2:42]3)[N:13]=2)[CH2:6]1)(=[O:3])=[O:4], predict the reactants needed to synthesize it. The reactants are: [CH3:1][S:2]([N:5]1[CH2:10][CH2:9][CH2:8][C@H:7]([NH:11][C:12]2[C:17]([C:18]3[N:19]=[C:20]4[CH:26]=[CH:25][N:24](COCC[Si](C)(C)C)[C:21]4=[N:22][CH:23]=3)=[CH:16][N:15]=[C:14](S(C)(=O)=O)[N:13]=2)[CH2:6]1)(=[O:4])=[O:3].[CH3:39][N:40]1[CH2:45][CH2:44][NH:43][CH2:42][CH2:41]1.CS(C)(=O)=O. (6) Given the product [NH:37]1[C:36]([CH2:40][CH2:41][NH:42][CH2:33][CH2:32][N:29]2[C:9]3[N:10]=[C:11]([C:13]4[CH:14]=[CH:15][C:16]([NH:19][C:20]([NH:22][C:23]5[CH:24]=[CH:25][N:26]=[CH:27][CH:28]=5)=[O:21])=[CH:17][CH:18]=4)[N:12]=[C:7]([N:1]4[CH2:2][CH2:3][O:4][CH2:5][CH2:6]4)[C:8]=3[CH:31]=[CH:30]2)=[CH:35][N:39]=[CH:38]1, predict the reactants needed to synthesize it. The reactants are: [N:1]1([C:7]2[C:8]3[CH:31]=[CH:30][N:29]([CH2:32][CH:33]=O)[C:9]=3[N:10]=[C:11]([C:13]3[CH:18]=[CH:17][C:16]([NH:19][C:20]([NH:22][C:23]4[CH:28]=[CH:27][N:26]=[CH:25][CH:24]=4)=[O:21])=[CH:15][CH:14]=3)[N:12]=2)[CH2:6][CH2:5][O:4][CH2:3][CH2:2]1.[CH:35]1[N:39]=[CH:38][NH:37][C:36]=1[CH2:40][CH2:41][NH2:42].